This data is from Forward reaction prediction with 1.9M reactions from USPTO patents (1976-2016). The task is: Predict the product of the given reaction. (1) Given the reactants [NH:1]1[CH:5]=[C:4]([C:6]2[CH:11]=[C:10]([C:12]([O:14]C)=[O:13])[CH:9]=[CH:8][N:7]=2)[N:3]=[CH:2]1.[F:16][C:17]1[CH:25]=[CH:24][CH:23]=[CH:22][C:18]=1[CH2:19][CH2:20]Br.[OH-].[Na+], predict the reaction product. The product is: [F:16][C:17]1[CH:25]=[CH:24][CH:23]=[CH:22][C:18]=1[CH2:19][CH2:20][N:1]1[CH:5]=[C:4]([C:6]2[CH:11]=[C:10]([C:12]([OH:14])=[O:13])[CH:9]=[CH:8][N:7]=2)[N:3]=[CH:2]1. (2) Given the reactants Cl[C:2]1[CH:10]=[CH:9][CH:8]=[CH:7][C:3]=1[CH:4]=[N:5][OH:6].C(N(CC)CC)C, predict the reaction product. The product is: [C:4](#[N+:5][O-:6])[C:3]1[CH:7]=[CH:8][CH:9]=[CH:10][CH:2]=1. (3) Given the reactants CC(C[AlH]CC(C)C)C.[CH3:10][O:11][C:12]1[CH:26]=[CH:25][C:15]([CH2:16][O:17][C:18]([CH3:24])([CH3:23])[C:19](OC)=[O:20])=[CH:14][CH:13]=1.C(C(C(C([O-])=O)O)O)([O-])=O.[Na+].[Na+], predict the reaction product. The product is: [CH3:10][O:11][C:12]1[CH:26]=[CH:25][C:15]([CH2:16][O:17][C:18]([CH3:24])([CH3:23])[CH2:19][OH:20])=[CH:14][CH:13]=1. (4) Given the reactants [C:1]([O:5][C:6]([N:8]1[CH2:13][CH2:12][CH:11]([OH:14])[CH2:10][CH2:9]1)=[O:7])([CH3:4])([CH3:3])[CH3:2].O[C:16]1[CH:23]=[CH:22][C:19]([CH:20]=[O:21])=[CH:18][CH:17]=1.C1(P(C2C=CC=CC=2)C2C=CC=CC=2)C=CC=CC=1.C(OCC)(=O)C, predict the reaction product. The product is: [C:1]([O:5][C:6]([N:8]1[CH2:13][CH2:12][CH:11]([O:14][C:16]2[CH:23]=[CH:22][C:19]([CH:20]=[O:21])=[CH:18][CH:17]=2)[CH2:10][CH2:9]1)=[O:7])([CH3:4])([CH3:2])[CH3:3]. (5) The product is: [CH2:17]([C:2]1[CH:7]=[CH:6][C:5]([O:8][CH3:9])=[CH:4][C:3]=1[N+:10]([O-:12])=[O:11])[CH:16]=[CH2:15]. Given the reactants I[C:2]1[CH:7]=[CH:6][C:5]([O:8][CH3:9])=[CH:4][C:3]=1[N+:10]([O-:12])=[O:11].[F-].[Cs+].[CH2:15](B1OC(C)(C)C(C)(C)O1)[CH:16]=[CH2:17].O, predict the reaction product. (6) Given the reactants [NH:1]1[CH:5]=[CH:4][N:3]=[CH:2]1.[H-].[Na+].F[C:9]1[CH:16]=[CH:15][CH:14]=[CH:13][C:10]=1[C:11]#[N:12].C(OCC)(=O)C, predict the reaction product. The product is: [N:1]1([C:9]2[CH:16]=[CH:15][CH:14]=[CH:13][C:10]=2[C:11]#[N:12])[CH:5]=[CH:4][N:3]=[CH:2]1. (7) Given the reactants [CH2:1]([NH:8][C@H:9]1[C@H:15]([C:16]2[CH:21]=[CH:20][C:19]([Cl:22])=[C:18]([Cl:23])[CH:17]=2)[O:14][CH2:13][CH2:12][N:11](C(OC(C)(C)C)=O)[CH2:10]1)[C:2]1[CH:7]=[CH:6][CH:5]=[CH:4][CH:3]=1.C(OCC)(=O)C.Cl, predict the reaction product. The product is: [ClH:22].[CH2:1]([NH:8][C@H:9]1[C@H:15]([C:16]2[CH:21]=[CH:20][C:19]([Cl:22])=[C:18]([Cl:23])[CH:17]=2)[O:14][CH2:13][CH2:12][NH:11][CH2:10]1)[C:2]1[CH:3]=[CH:4][CH:5]=[CH:6][CH:7]=1.